Predict the reaction yield, written as a fraction of the theoretical maximum amount of product (1.0 means a 100% yield; for example, 0.34 means a 34% yield). From a dataset of Reaction yield outcomes from USPTO patents with 853,638 reactions. (1) The reactants are Br[C:2]1[CH:7]=[C:6]([CH3:8])[C:5]([NH:9][C:10]([NH:12][C:13]2[CH:18]=[C:17]([F:19])[CH:16]=[CH:15][C:14]=2[C:20]([NH:22][C@@H:23]([CH:28]2[CH2:33][CH2:32][CH2:31][CH2:30][CH2:29]2)[C:24]([O:26][CH3:27])=[O:25])=[O:21])=[O:11])=[C:4]([CH3:34])[CH:3]=1.[CH2:35]([Sn](CCCC)(CCCC)CC=C)[CH2:36][CH2:37]C. The catalyst is C(#N)C.C1C=CC([P]([Pd]([P](C2C=CC=CC=2)(C2C=CC=CC=2)C2C=CC=CC=2)([P](C2C=CC=CC=2)(C2C=CC=CC=2)C2C=CC=CC=2)[P](C2C=CC=CC=2)(C2C=CC=CC=2)C2C=CC=CC=2)(C2C=CC=CC=2)C2C=CC=CC=2)=CC=1. The product is [CH:28]1([C@H:23]([NH:22][C:20]([C:14]2[CH:15]=[CH:16][C:17]([F:19])=[CH:18][C:13]=2[NH:12][C:10]([NH:9][C:5]2[C:6]([CH3:8])=[CH:7][C:2]([CH2:37][CH:36]=[CH2:35])=[CH:3][C:4]=2[CH3:34])=[O:11])=[O:21])[C:24]([O:26][CH3:27])=[O:25])[CH2:33][CH2:32][CH2:31][CH2:30][CH2:29]1. The yield is 0.770. (2) The reactants are Br[C:2]1[C:10]2[C:5](=[N:6][CH:7]=[C:8]([C:11]([O:13][CH3:14])=[O:12])[CH:9]=2)[NH:4][N:3]=1.[CH3:15][N:16](C)C(=O)C. The catalyst is CO.C(OCC)(=O)C.[Zn].[C-]#N.[Zn+2].[C-]#N. The product is [C:15]([C:2]1[C:10]2[C:5](=[N:6][CH:7]=[C:8]([C:11]([O:13][CH3:14])=[O:12])[CH:9]=2)[NH:4][N:3]=1)#[N:16]. The yield is 0.390. (3) The reactants are I[C:2]1[CH:7]=[CH:6][CH:5]=[CH:4][N:3]=1.C([Mg]Br)C.[Br:12][C:13]1[S:17][C:16]([C:18](N(OC)C)=[O:19])=[CH:15][C:14]=1[CH3:24].[Cl-].[NH4+]. The catalyst is O1CCCC1. The product is [Br:12][C:13]1[S:17][C:16]([C:18]([C:2]2[CH:7]=[CH:6][CH:5]=[CH:4][N:3]=2)=[O:19])=[CH:15][C:14]=1[CH3:24]. The yield is 0.330. (4) The reactants are [Cl:1][C:2]1[CH:7]=[CH:6][C:5]([C:8]([C:15]2[CH:20]=[CH:19][C:18]([I:21])=[CH:17][CH:16]=2)([OH:14])[CH2:9][NH:10][CH2:11][CH2:12]O)=[CH:4][CH:3]=1.OS(O)(=O)=O. The catalyst is C(Cl)Cl.C(OCC)(=O)C. The product is [Cl:1][C:2]1[CH:7]=[CH:6][C:5]([C:8]2([C:15]3[CH:20]=[CH:19][C:18]([I:21])=[CH:17][CH:16]=3)[O:14][CH2:12][CH2:11][NH:10][CH2:9]2)=[CH:4][CH:3]=1. The yield is 0.430. (5) The reactants are Br[C:2]1[O:6][C:5]([CH:7]([O:10][C:11]2[C:12]([F:21])=[C:13]([C:17]([F:20])=[CH:18][CH:19]=2)[C:14]([NH2:16])=[O:15])[CH2:8][OH:9])=[N:4][C:3]=1[C:22]1[CH:27]=[CH:26][C:25]([C:28]([F:31])([F:30])[F:29])=[CH:24][CH:23]=1.[CH3:32][S-:33].[Na+]. The catalyst is CN(C=O)C.CCOC(C)=O.[Cl-].[Na+].O. The product is [F:21][C:12]1[C:11]([O:10][CH:7]([C:5]2[O:6][C:2]([S:33][CH3:32])=[C:3]([C:22]3[CH:27]=[CH:26][C:25]([C:28]([F:31])([F:30])[F:29])=[CH:24][CH:23]=3)[N:4]=2)[CH2:8][OH:9])=[CH:19][CH:18]=[C:17]([F:20])[C:13]=1[C:14]([NH2:16])=[O:15]. The yield is 0.750. (6) The reactants are O(S(C(F)(F)F)(=O)=O)S(C(F)(F)F)(=O)=O.[CH2:16]([O:23][N:24]1[C:30](=[O:31])[N:29]2[CH2:32][C@H:25]1[CH2:26][CH2:27][C@H:28]2[C:33]([NH:35][NH:36][C:37](=O)[CH2:38][CH2:39][CH2:40][NH:41][C:42](=[O:48])[O:43][C:44]([CH3:47])([CH3:46])[CH3:45])=[O:34])[C:17]1[CH:22]=[CH:21][CH:20]=[CH:19][CH:18]=1.C([O-])(O)=O.[Na+]. The catalyst is C(Cl)Cl. The product is [CH2:16]([O:23][N:24]1[C:30](=[O:31])[N:29]2[CH2:32][C@H:25]1[CH2:26][CH2:27][C@H:28]2[C:33]1[O:34][C:37]([CH2:38][CH2:39][CH2:40][NH:41][C:42](=[O:48])[O:43][C:44]([CH3:46])([CH3:47])[CH3:45])=[N:36][N:35]=1)[C:17]1[CH:22]=[CH:21][CH:20]=[CH:19][CH:18]=1. The yield is 0.540. (7) The reactants are [F:1][C:2]([F:17])([F:16])[C:3]1[CH:15]=[CH:14][CH:13]=[CH:12][C:4]=1[O:5][CH:6]1[CH2:11][CH2:10][NH:9][CH2:8][CH2:7]1.[C:18]([O:22][C:23]([NH:25][C@H:26]([CH2:30][C:31]1[CH:36]=[CH:35][C:34]([Cl:37])=[CH:33][C:32]=1[Cl:38])[C:27](O)=[O:28])=[O:24])([CH3:21])([CH3:20])[CH3:19].C1C=CC2N(O)N=NC=2C=1.CCN(C(C)C)C(C)C.C(Cl)CCl. The catalyst is CN(C=O)C. The product is [C:18]([O:22][C:23](=[O:24])[NH:25][C@H:26]([CH2:30][C:31]1[CH:36]=[CH:35][C:34]([Cl:37])=[CH:33][C:32]=1[Cl:38])[C:27](=[O:28])[N:9]1[CH2:10][CH2:11][CH:6]([O:5][C:4]2[CH:12]=[CH:13][CH:14]=[CH:15][C:3]=2[C:2]([F:1])([F:16])[F:17])[CH2:7][CH2:8]1)([CH3:21])([CH3:19])[CH3:20]. The yield is 0.770. (8) The reactants are [CH3:1][C:2]1([CH3:33])[CH2:10][C:9]2[N:8]([C:11]3[CH:19]=[C:18]([NH:20][C@H:21]4[CH2:25][CH2:24][CH2:23][C@@H:22]4[OH:26])[C:14]([C:15]([NH2:17])=[O:16])=[C:13]([F:27])[CH:12]=3)[N:7]=[C:6]([C:28]([F:31])([F:30])[F:29])[C:5]=2[C:4](=[O:32])[CH2:3]1.[C:34]([NH:41][CH2:42][C:43](O)=[O:44])([O:36][C:37]([CH3:40])([CH3:39])[CH3:38])=[O:35].C(Cl)CCl. The catalyst is CN(C1C=CN=CC=1)C.ClCCl. The product is [C:37]([O:36][C:34]([NH:41][CH2:42][C:43]([O:26][C@H:22]1[CH2:23][CH2:24][CH2:25][C@@H:21]1[NH:20][C:18]1[CH:19]=[C:11]([N:8]2[C:9]3[CH2:10][C:2]([CH3:33])([CH3:1])[CH2:3][C:4](=[O:32])[C:5]=3[C:6]([C:28]([F:30])([F:31])[F:29])=[N:7]2)[CH:12]=[C:13]([F:27])[C:14]=1[C:15](=[O:16])[NH2:17])=[O:44])=[O:35])([CH3:40])([CH3:39])[CH3:38]. The yield is 0.470.